This data is from HIV replication inhibition screening data with 41,000+ compounds from the AIDS Antiviral Screen. The task is: Binary Classification. Given a drug SMILES string, predict its activity (active/inactive) in a high-throughput screening assay against a specified biological target. The result is 0 (inactive). The compound is COc1cccc2c1CCc1ccccc1CC2=O.